Dataset: Reaction yield outcomes from USPTO patents with 853,638 reactions. Task: Predict the reaction yield, written as a fraction of the theoretical maximum amount of product (1.0 means a 100% yield; for example, 0.34 means a 34% yield). (1) The reactants are [CH:1]12[O:8][CH:5]([CH:6]=[CH:7]1)[CH2:4][CH:3]([C:9](O)=O)[CH2:2]2.CN(C(ON1N=NC2C=CC=NC1=2)=[N+](C)C)C.F[P-](F)(F)(F)(F)F.Cl.[NH2:37][C:38]1[C:39](=[O:52])[N:40]([CH2:49][CH2:50][CH3:51])[C:41](=[O:48])[N:42]([CH2:45][CH2:46][CH3:47])[C:43]=1[NH2:44].CCN(C(C)C)C(C)C. The yield is 0.740. The catalyst is CN(C=O)C. The product is [CH:5]12[O:8][CH:1]([CH:7]=[CH:6]1)[CH2:2][CH:3]([C:9]1[NH:37][C:38]3[C:39](=[O:52])[N:40]([CH2:49][CH2:50][CH3:51])[C:41](=[O:48])[N:42]([CH2:45][CH2:46][CH3:47])[C:43]=3[N:44]=1)[CH2:4]2. (2) The reactants are C(OC(=O)[NH:7][CH2:8][C:9]([CH3:31])([C:11]1[CH:16]=[CH:15][C:14]([CH2:17][C:18](=[O:30])[C:19]2[C:28](=[O:29])[C:27]3[C:22](=[CH:23][CH:24]=[CH:25][CH:26]=3)[NH:21][CH:20]=2)=[CH:13][CH:12]=1)[CH3:10])(C)(C)C.C(O)(C(F)(F)F)=O.[OH-].[Na+]. The catalyst is C(Cl)Cl. The product is [NH2:7][CH2:8][C:9]([C:11]1[CH:16]=[CH:15][C:14]([CH2:17][C:18]([C:19]2[C:28](=[O:29])[C:27]3[C:22](=[CH:23][CH:24]=[CH:25][CH:26]=3)[NH:21][CH:20]=2)=[O:30])=[CH:13][CH:12]=1)([CH3:10])[CH3:31]. The yield is 0.910.